This data is from NCI-60 drug combinations with 297,098 pairs across 59 cell lines. The task is: Regression. Given two drug SMILES strings and cell line genomic features, predict the synergy score measuring deviation from expected non-interaction effect. (1) Cell line: HL-60(TB). Drug 1: CCC(=C(C1=CC=CC=C1)C2=CC=C(C=C2)OCCN(C)C)C3=CC=CC=C3.C(C(=O)O)C(CC(=O)O)(C(=O)O)O. Drug 2: C(CC(=O)O)C(=O)CN.Cl. Synergy scores: CSS=2.51, Synergy_ZIP=-2.38, Synergy_Bliss=-4.09, Synergy_Loewe=-24.1, Synergy_HSA=-3.67. (2) Drug 1: CCC1(CC2CC(C3=C(CCN(C2)C1)C4=CC=CC=C4N3)(C5=C(C=C6C(=C5)C78CCN9C7C(C=CC9)(C(C(C8N6C)(C(=O)OC)O)OC(=O)C)CC)OC)C(=O)OC)O.OS(=O)(=O)O. Drug 2: CC(C)CN1C=NC2=C1C3=CC=CC=C3N=C2N. Cell line: HL-60(TB). Synergy scores: CSS=-2.66, Synergy_ZIP=2.10, Synergy_Bliss=2.53, Synergy_Loewe=-0.219, Synergy_HSA=0.00556. (3) Drug 2: C1=NC2=C(N=C(N=C2N1C3C(C(C(O3)CO)O)F)Cl)N. Cell line: HT29. Drug 1: CC1=C(C=C(C=C1)C(=O)NC2=CC(=CC(=C2)C(F)(F)F)N3C=C(N=C3)C)NC4=NC=CC(=N4)C5=CN=CC=C5. Synergy scores: CSS=-6.90, Synergy_ZIP=7.01, Synergy_Bliss=7.82, Synergy_Loewe=3.12, Synergy_HSA=-0.277. (4) Drug 1: CC12CCC(CC1=CCC3C2CCC4(C3CC=C4C5=CN=CC=C5)C)O. Drug 2: CS(=O)(=O)C1=CC(=C(C=C1)C(=O)NC2=CC(=C(C=C2)Cl)C3=CC=CC=N3)Cl. Cell line: IGROV1. Synergy scores: CSS=5.74, Synergy_ZIP=-1.80, Synergy_Bliss=2.52, Synergy_Loewe=0.774, Synergy_HSA=2.39. (5) Drug 1: COC1=NC(=NC2=C1N=CN2C3C(C(C(O3)CO)O)O)N. Drug 2: C1=CN(C=N1)CC(O)(P(=O)(O)O)P(=O)(O)O. Cell line: HCT-15. Synergy scores: CSS=7.04, Synergy_ZIP=3.42, Synergy_Bliss=-1.87, Synergy_Loewe=-0.0175, Synergy_HSA=0.0941. (6) Drug 1: C1=CC=C(C(=C1)C(C2=CC=C(C=C2)Cl)C(Cl)Cl)Cl. Synergy scores: CSS=-1.20, Synergy_ZIP=1.43, Synergy_Bliss=0.960, Synergy_Loewe=-2.55, Synergy_HSA=-2.78. Drug 2: CN(C(=O)NC(C=O)C(C(C(CO)O)O)O)N=O. Cell line: M14.